Dataset: Catalyst prediction with 721,799 reactions and 888 catalyst types from USPTO. Task: Predict which catalyst facilitates the given reaction. (1) Reactant: [CH2:1]([N:8]1[C:12]([CH3:13])=[C:11]([CH:14]=[O:15])[C:10](=[O:16])[N:9]1[C:17]1[CH:22]=[CH:21][CH:20]=[CH:19][CH:18]=1)C1C=CC=CC=1.[O-:23]Cl=O.[Na+]. Product: [CH3:1][N:8]1[C:12]([CH3:13])=[C:11]([C:14]([OH:15])=[O:23])[C:10](=[O:16])[N:9]1[C:17]1[CH:22]=[CH:21][CH:20]=[CH:19][CH:18]=1. The catalyst class is: 51. (2) Reactant: [CH2:1]([O:3][C:4](=[O:10])[CH2:5][CH2:6][C:7](=O)[CH3:8])[CH3:2].S(=O)(=O)(O)O.[F:16][C:17]1[CH:22]=[CH:21][C:20]([NH:23]N)=[CH:19][CH:18]=1. Product: [CH2:1]([O:3][C:4](=[O:10])[CH2:5][C:6]1[C:21]2[C:20](=[CH:19][CH:18]=[C:17]([F:16])[CH:22]=2)[NH:23][C:7]=1[CH3:8])[CH3:2]. The catalyst class is: 8. (3) Reactant: N[C:2]1[C:3]([CH3:13])=[CH:4][C:5]([CH3:12])=[C:6]([CH:11]=1)[C:7]([O:9][CH3:10])=[O:8].[OH:14]S(O)(=O)=O.N([O-])=O.[Na+]. Product: [OH:14][C:2]1[C:3]([CH3:13])=[CH:4][C:5]([CH3:12])=[C:6]([CH:11]=1)[C:7]([O:9][CH3:10])=[O:8]. The catalyst class is: 6.